Regression. Given a peptide amino acid sequence and an MHC pseudo amino acid sequence, predict their binding affinity value. This is MHC class I binding data. From a dataset of Peptide-MHC class I binding affinity with 185,985 pairs from IEDB/IMGT. (1) The peptide sequence is LISMYCSKT. The MHC is HLA-A02:01 with pseudo-sequence HLA-A02:01. The binding affinity (normalized) is 0.128. (2) The binding affinity (normalized) is 0. The peptide sequence is VLDIGDAY. The MHC is Mamu-B17 with pseudo-sequence Mamu-B17. (3) The peptide sequence is HEHKSTWHY. The MHC is HLA-B44:02 with pseudo-sequence HLA-B44:02. The binding affinity (normalized) is 0.724. (4) The binding affinity (normalized) is 0.464. The peptide sequence is YENAFLPFTL. The MHC is HLA-B44:02 with pseudo-sequence HLA-B44:02. (5) The peptide sequence is SSFFVWVII. The MHC is HLA-A02:01 with pseudo-sequence HLA-A02:01. The binding affinity (normalized) is 0.